From a dataset of Merck oncology drug combination screen with 23,052 pairs across 39 cell lines. Regression. Given two drug SMILES strings and cell line genomic features, predict the synergy score measuring deviation from expected non-interaction effect. (1) Synergy scores: synergy=5.08. Cell line: ZR751. Drug 1: O=C(CCCCCCC(=O)Nc1ccccc1)NO. Drug 2: CS(=O)(=O)CCNCc1ccc(-c2ccc3ncnc(Nc4ccc(OCc5cccc(F)c5)c(Cl)c4)c3c2)o1. (2) Drug 1: O=c1[nH]cc(F)c(=O)[nH]1. Drug 2: CC(C)CC(NC(=O)C(Cc1ccccc1)NC(=O)c1cnccn1)B(O)O. Cell line: T47D. Synergy scores: synergy=2.75. (3) Drug 1: O=S1(=O)NC2(CN1CC(F)(F)F)C1CCC2Cc2cc(C=CCN3CCC(C(F)(F)F)CC3)ccc2C1. Drug 2: Cn1cc(-c2cnn3c(N)c(Br)c(C4CCCNC4)nc23)cn1. Cell line: NCIH2122. Synergy scores: synergy=-13.3. (4) Drug 1: COc1cc(C2c3cc4c(cc3C(OC3OC5COC(C)OC5C(O)C3O)C3COC(=O)C23)OCO4)cc(OC)c1O. Drug 2: Cn1nnc2c(C(N)=O)ncn2c1=O. Cell line: KPL1. Synergy scores: synergy=1.42.